Dataset: Reaction yield outcomes from USPTO patents with 853,638 reactions. Task: Predict the reaction yield, written as a fraction of the theoretical maximum amount of product (1.0 means a 100% yield; for example, 0.34 means a 34% yield). (1) The reactants are [CH2:1]([N:8]1[CH2:12][CH2:11][C@H:10](OS(C)(=O)=O)[CH2:9]1)[C:2]1[CH:7]=[CH:6][CH:5]=[CH:4][CH:3]=1.C(=O)([O-])O.[Na+].C1(C)C=CC=CC=1.[C:30](#[N:32])C. The catalyst is [C-]#N.C([N+](CCCC)(CCCC)CCCC)CCC. The product is [C:30]([C@@H:10]1[CH2:11][CH2:12][N:8]([CH2:1][C:2]2[CH:7]=[CH:6][CH:5]=[CH:4][CH:3]=2)[CH2:9]1)#[N:32]. The yield is 0.762. (2) The reactants are [O:1]1[C:5]2[CH:6]=[CH:7][CH:8]=[CH:9][C:4]=2[N:3]=[C:2]1[S:10][CH2:11][CH2:12][N:13]1[CH2:18][CH2:17][N:16]([CH2:19][C:20]([NH:22][C:23]2[C:24]([O:36][CH2:37][C:38]([F:41])([F:40])[F:39])=[N:25][C:26]([CH3:35])=[CH:27][C:28]=2[O:29][CH2:30][C:31]([F:34])([F:33])[F:32])=[O:21])[CH2:15][CH2:14]1.[ClH:42].N1C=CC=CC=1. The catalyst is C(O)C. The product is [ClH:42].[O:1]1[C:5]2[CH:6]=[CH:7][CH:8]=[CH:9][C:4]=2[N:3]=[C:2]1[S:10][CH2:11][CH2:12][N:13]1[CH2:14][CH2:15][N:16]([CH2:19][C:20]([NH:22][C:23]2[C:24]([O:36][CH2:37][C:38]([F:40])([F:41])[F:39])=[N:25][C:26]([CH3:35])=[CH:27][C:28]=2[O:29][CH2:30][C:31]([F:32])([F:33])[F:34])=[O:21])[CH2:17][CH2:18]1. The yield is 0.740. (3) The reactants are [F:1][C:2]1[CH:9]=[C:8]([N:10]2[C:22](=[O:23])[C:14]3[CH:15]=[C:16]4[N:21]([C:13]=3[CH:12]=[N:11]2)[CH2:20][CH2:19][CH2:18][CH2:17]4)[C:5]([CH:6]=[O:7])=[C:4]([C:24]2[CH:29]=[C:28]([NH:30][C:31]3[CH:36]=[CH:35][C:34]([N:37]4[CH2:42][CH2:41][N:40]([CH:43]5[CH2:46][O:45][CH2:44]5)[CH2:39][CH:38]4[CH3:47])=[CH:33][N:32]=3)[C:27](=[O:48])[N:26]([CH3:49])[CH:25]=2)[CH:3]=1.[BH4-].[Na+]. The catalyst is CO. The product is [F:1][C:2]1[CH:3]=[C:4]([C:24]2[CH:29]=[C:28]([NH:30][C:31]3[CH:36]=[CH:35][C:34]([N:37]4[CH2:42][CH2:41][N:40]([CH:43]5[CH2:44][O:45][CH2:46]5)[CH2:39][C@@H:38]4[CH3:47])=[CH:33][N:32]=3)[C:27](=[O:48])[N:26]([CH3:49])[CH:25]=2)[C:5]([CH2:6][OH:7])=[C:8]([N:10]2[C:22](=[O:23])[C:14]3[CH:15]=[C:16]4[N:21]([C:13]=3[CH:12]=[N:11]2)[CH2:20][CH2:19][CH2:18][CH2:17]4)[CH:9]=1. The yield is 0.560. (4) The reactants are CS(O[CH2:6][CH2:7][C:8]1[CH:13]=[CH:12][CH:11]=[C:10]([N:14]2[CH2:18][CH2:17][NH:16][C:15]2=[O:19])[CH:9]=1)(=O)=O.[CH3:20][C:21]1[CH:30]=[CH:29][C:28]2[C:23](=[CH:24][CH:25]=[CH:26][C:27]=2[N:31]2[CH2:36][CH2:35][NH:34][CH2:33][CH2:32]2)[N:22]=1.C(N(C(C)C)CC)(C)C. The catalyst is C(#N)C. The product is [CH3:20][C:21]1[CH:30]=[CH:29][C:28]2[C:23](=[CH:24][CH:25]=[CH:26][C:27]=2[N:31]2[CH2:36][CH2:35][N:34]([CH2:6][CH2:7][C:8]3[CH:9]=[C:10]([N:14]4[CH2:18][CH2:17][NH:16][C:15]4=[O:19])[CH:11]=[CH:12][CH:13]=3)[CH2:33][CH2:32]2)[N:22]=1. The yield is 0.700. (5) The reactants are [CH3:1][O:2][C:3]1[CH:4]=[C:5]2[C:10](=[CH:11][C:12]=1[O:13][CH3:14])[N:9]=[CH:8][CH:7]=[C:6]2[O:15][C:16]1[CH:21]=[CH:20][C:19]([NH:22][C:23](=O)[CH2:24][O:25][C:26]2[CH:31]=[CH:30][C:29]([Cl:32])=[CH:28][C:27]=2[Cl:33])=[CH:18][CH:17]=1.Cl.[OH-].[Na+]. The catalyst is O1CCCC1. The product is [Cl:33][C:27]1[CH:28]=[C:29]([Cl:32])[CH:30]=[CH:31][C:26]=1[O:25][CH2:24][CH2:23][NH:22][C:19]1[CH:20]=[CH:21][C:16]([O:15][C:6]2[C:5]3[C:10](=[CH:11][C:12]([O:13][CH3:14])=[C:3]([O:2][CH3:1])[CH:4]=3)[N:9]=[CH:8][CH:7]=2)=[CH:17][CH:18]=1. The yield is 0.800. (6) The reactants are [Cl:1][C:2]1[CH:18]=[CH:17][C:5]2[CH2:6][CH2:7][N:8]([C:11](=[O:16])[C:12]([F:15])([F:14])[F:13])[CH2:9][CH2:10][C:4]=2[C:3]=1OS(C(F)(F)F)(=O)=O.[NH2:27][CH2:28][C:29]1[CH:34]=[CH:33][C:32]([C:35]2[N:36]=[C:37]([NH:40][CH2:41][CH:42]3[CH2:44][CH2:43]3)[S:38][CH:39]=2)=[CH:31][N:30]=1. The catalyst is C1(C)C=CC=CC=1. The product is [Cl:1][C:2]1[CH:18]=[CH:17][C:5]2[CH2:6][CH2:7][N:8]([C:11](=[O:16])[C:12]([F:15])([F:14])[F:13])[CH2:9][CH2:10][C:4]=2[C:3]=1[NH:27][CH2:28][C:29]1[CH:34]=[CH:33][C:32]([C:35]2[N:36]=[C:37]([NH:40][CH2:41][CH:42]3[CH2:44][CH2:43]3)[S:38][CH:39]=2)=[CH:31][N:30]=1. The yield is 0.300.